This data is from TCR-epitope binding with 47,182 pairs between 192 epitopes and 23,139 TCRs. The task is: Binary Classification. Given a T-cell receptor sequence (or CDR3 region) and an epitope sequence, predict whether binding occurs between them. (1) The epitope is HPVGEADYFEY. The TCR CDR3 sequence is CASSPRRYNLQFF. Result: 1 (the TCR binds to the epitope). (2) The epitope is YLDAYNMMI. The TCR CDR3 sequence is CASSLEPGPITDTQYF. Result: 1 (the TCR binds to the epitope).